Dataset: Forward reaction prediction with 1.9M reactions from USPTO patents (1976-2016). Task: Predict the product of the given reaction. Given the reactants [Br:1][C:2]1[CH:3]=[CH:4][C:5]2[O:16][C:8]3([CH2:13][CH2:12][CH:11]([O:14][CH3:15])[CH2:10][CH2:9]3)[C:7](=[N:17]S(C(C)(C)C)=O)[C:6]=2[CH:24]=1.CCOCC, predict the reaction product. The product is: [Br:1][C:2]1[CH:3]=[CH:4][C:5]2[O:16][C:8]3([CH2:9][CH2:10][CH:11]([O:14][CH3:15])[CH2:12][CH2:13]3)[C:7](=[NH:17])[C:6]=2[CH:24]=1.